From a dataset of Forward reaction prediction with 1.9M reactions from USPTO patents (1976-2016). Predict the product of the given reaction. (1) Given the reactants [Cl:1][C:2]1[CH:21]=[CH:20][CH:19]=[C:18]([Cl:22])[C:3]=1[CH2:4][C:5]1[C:6](=[O:17])[O:7][C:8]2[C:13]([C:14]=1[CH3:15])=[CH:12][CH:11]=[C:10]([OH:16])[CH:9]=2.[I-].[CH3:24][N:25]([C:34]1[CH:39]=[CH:38][CH:37]=[CH:36][CH:35]=1)[C:26](N1C=C[N+](C)=C1)=[O:27], predict the reaction product. The product is: [Cl:1][C:2]1[CH:21]=[CH:20][CH:19]=[C:18]([Cl:22])[C:3]=1[CH2:4][C:5]1[C:6](=[O:17])[O:7][C:8]2[C:13]([C:14]=1[CH3:15])=[CH:12][CH:11]=[C:10]([O:16][C:26](=[O:27])[N:25]([CH3:24])[C:34]1[CH:39]=[CH:38][CH:37]=[CH:36][CH:35]=1)[CH:9]=2. (2) Given the reactants C([O:4][C@H:5]([CH2:10][C:11]1[CH:19]=[C:18]([CH3:20])[C:17]2[C:13](=[CH:14][N:15]([CH2:21][O:22][CH3:23])[N:16]=2)[CH:12]=1)[C:6]([O:8]C)=[O:7])(=O)C.O.[OH-].[Li+], predict the reaction product. The product is: [OH:4][C@H:5]([CH2:10][C:11]1[CH:19]=[C:18]([CH3:20])[C:17]2[C:13](=[CH:14][N:15]([CH2:21][O:22][CH3:23])[N:16]=2)[CH:12]=1)[C:6]([OH:8])=[O:7]. (3) Given the reactants [H-].[Na+].[CH2:3]([C:5]1[C:13]2[C:8](=[CH:9][CH:10]=[C:11]([C:14]([F:17])([F:16])[F:15])[CH:12]=2)[NH:7][CH:6]=1)[CH3:4].C[N:19](C=O)C, predict the reaction product. The product is: [CH2:3]([C:5]1[C:13]2[C:8](=[CH:9][CH:10]=[C:11]([C:14]([F:17])([F:15])[F:16])[CH:12]=2)[N:7]([NH2:19])[CH:6]=1)[CH3:4]. (4) Given the reactants [CH2:1]([O:3][C:4]1[CH:5]=[C:6]([N:13]2[CH2:18][CH2:17][CH:16]([OH:19])[CH2:15][CH2:14]2)[CH:7]=[CH:8][C:9]=1[N+:10]([O-:12])=[O:11])[CH3:2].C([O-])(O)=O.[Na+].CC(OI1(OC(C)=O)(OC(C)=O)OC(=O)C2C1=CC=CC=2)=O.O, predict the reaction product. The product is: [CH2:1]([O:3][C:4]1[CH:5]=[C:6]([N:13]2[CH2:18][CH2:17][C:16](=[O:19])[CH2:15][CH2:14]2)[CH:7]=[CH:8][C:9]=1[N+:10]([O-:12])=[O:11])[CH3:2]. (5) Given the reactants C[O:2][C:3]([CH:5]1[CH2:14][C:13]2[C:8](=[CH:9][CH:10]=[CH:11][CH:12]=2)[NH:7][CH2:6]1)=O.[H-].[H-].[H-].[H-].[Li+].[Al+3], predict the reaction product. The product is: [NH:7]1[C:8]2[C:13](=[CH:12][CH:11]=[CH:10][CH:9]=2)[CH2:14][CH:5]([CH2:3][OH:2])[CH2:6]1.